This data is from Catalyst prediction with 721,799 reactions and 888 catalyst types from USPTO. The task is: Predict which catalyst facilitates the given reaction. Reactant: [N:1]1([C:7]2[CH:16]=[CH:15][CH:14]=[C:13]3[C:8]=2[CH:9]=[CH:10][C:11]([C:17]#[N:18])=[N:12]3)[CH2:6][CH2:5][NH:4][CH2:3][CH2:2]1.O=[CH:20][CH2:21][C:22]1[C:31]2[O:30][CH2:29][C:28]3=[C:32]([C:35]([O:37][CH2:38][CH3:39])=[O:36])[N:33]=[CH:34][N:27]3[C:26]=2[CH:25]=[CH:24][CH:23]=1.C(O[BH-](OC(=O)C)OC(=O)C)(=O)C.[Na+].O. Product: [CH2:38]([O:37][C:35]([C:32]1[N:33]=[CH:34][N:27]2[C:26]3[CH:25]=[CH:24][CH:23]=[C:22]([CH2:21][CH2:20][N:4]4[CH2:5][CH2:6][N:1]([C:7]5[CH:16]=[CH:15][CH:14]=[C:13]6[C:8]=5[CH:9]=[CH:10][C:11]([C:17]#[N:18])=[N:12]6)[CH2:2][CH2:3]4)[C:31]=3[O:30][CH2:29][C:28]=12)=[O:36])[CH3:39]. The catalyst class is: 2.